Dataset: Forward reaction prediction with 1.9M reactions from USPTO patents (1976-2016). Task: Predict the product of the given reaction. (1) Given the reactants Cl.O1CCOCC1.CO.[O:10]1[CH2:15][CH2:14][N:13]([C:16]2[CH:17]=[C:18]([C:23]3[CH:36]=[CH:35][CH:34]=[C:33]4[C:24]=3[O:25][C:26]3[CH:27]=[CH:28][C:29]([NH:37][CH2:38][C:39]5[CH:40]=[C:41]([C:45]6[CH:46]=[N:47][N:48](C(OC(C)(C)C)=O)[CH:49]=6)[CH:42]=[N:43][CH:44]=5)=[CH:30][C:31]=3[CH2:32]4)[NH:19][C:20](=[O:22])[CH:21]=2)[CH2:12][CH2:11]1, predict the reaction product. The product is: [NH:47]1[CH:46]=[C:45]([C:41]2[CH:40]=[C:39]([CH2:38][NH:37][C:29]3[CH:30]=[C:31]4[C:26]([O:25][C:24]5[C:23]([C:18]6[NH:19][C:20](=[O:22])[CH:21]=[C:16]([N:13]7[CH2:14][CH2:15][O:10][CH2:11][CH2:12]7)[CH:17]=6)=[CH:36][CH:35]=[CH:34][C:33]=5[CH2:32]4)=[CH:27][CH:28]=3)[CH:44]=[N:43][CH:42]=2)[CH:49]=[N:48]1. (2) Given the reactants [CH3:1][C:2]1[CH:7]=[CH:6][N:5]2[N:8]=[CH:9][C:10]([C:11]([O:13]CC)=[O:12])=[C:4]2[CH:3]=1.[OH-].[Na+].Cl, predict the reaction product. The product is: [CH3:1][C:2]1[CH:7]=[CH:6][N:5]2[N:8]=[CH:9][C:10]([C:11]([OH:13])=[O:12])=[C:4]2[CH:3]=1. (3) Given the reactants [C:1]([O:5][C:6]([NH:8][CH2:9][CH2:10][O:11][C:12]1[CH:37]=[C:36](F)[CH:35]=[CH:34][C:13]=1[C:14]([NH:16][C:17]1[CH:32]=[CH:31][C:30]([F:33])=[CH:29][C:18]=1[C:19]([NH:21][C:22]1[CH:27]=[CH:26][C:25]([Cl:28])=[CH:24][N:23]=1)=[O:20])=[O:15])=[O:7])([CH3:4])([CH3:3])[CH3:2].[C:39]([O-:42])([O-])=O.[K+].[K+], predict the reaction product. The product is: [C:1]([O:5][C:6]([NH:8][CH2:9][CH2:10][O:11][C:12]1[CH:37]=[C:36]([N:8]2[CH2:6][CH2:39][O:42][CH2:10][CH2:9]2)[CH:35]=[CH:34][C:13]=1[C:14]([NH:16][C:17]1[CH:32]=[CH:31][C:30]([F:33])=[CH:29][C:18]=1[C:19]([NH:21][C:22]1[CH:27]=[CH:26][C:25]([Cl:28])=[CH:24][N:23]=1)=[O:20])=[O:15])=[O:7])([CH3:4])([CH3:3])[CH3:2].